Predict the reaction yield, written as a fraction of the theoretical maximum amount of product (1.0 means a 100% yield; for example, 0.34 means a 34% yield). From a dataset of Reaction yield outcomes from USPTO patents with 853,638 reactions. (1) The reactants are [Br:1][C:2]1[CH:3]=[C:4]([NH:9][C:10]([C:13]2[C:17]([NH:18][CH2:19][CH2:20][O:21][CH3:22])=[N:16][O:15][N:14]=2)=[N:11][OH:12])[CH:5]=[CH:6][C:7]=1[F:8].[C:23](N1C=CN=C1)(N1C=CN=C1)=[O:24]. The catalyst is C(OCC)(=O)C. The product is [Br:1][C:2]1[CH:3]=[C:4]([N:9]2[C:23](=[O:24])[O:12][N:11]=[C:10]2[C:13]2[C:17]([NH:18][CH2:19][CH2:20][O:21][CH3:22])=[N:16][O:15][N:14]=2)[CH:5]=[CH:6][C:7]=1[F:8]. The yield is 0.980. (2) The reactants are [F:1][C:2]([F:14])([F:13])[C:3]1[CH:8]=[CH:7][N:6]=[C:5]([C:9](OC)=[O:10])[N:4]=1.O.[NH2:16][NH2:17]. The catalyst is CCO. The product is [F:1][C:2]([F:14])([F:13])[C:3]1[CH:8]=[CH:7][N:6]=[C:5]([C:9]([NH:16][NH2:17])=[O:10])[N:4]=1. The yield is 0.850. (3) The reactants are [CH3:1][C:2]1([CH3:9])[O:6][C@H:5]([CH2:7][OH:8])[CH2:4][O:3]1.CCN(CC)CC.Cl[S:18]([N:21]=C=O)(=[O:20])=[O:19].C(O)=O. The catalyst is C(Cl)Cl. The product is [S:18](=[O:20])(=[O:19])([O:8][CH2:7][C@@H:5]1[CH2:4][O:3][C:2]([CH3:9])([CH3:1])[O:6]1)[NH2:21]. The yield is 0.670. (4) The reactants are [CH3:1][O:2][CH2:3][O:4][C:5]1[CH:6]=[C:7]([CH:17]=[C:18]([O:29][CH2:30][O:31][CH3:32])[C:19]=1[CH2:20]/[CH:21]=[CH:22]/[C:23]1[CH:28]=[CH:27][CH:26]=[CH:25][CH:24]=1)[CH2:8][O:9][Si](C(C)(C)C)(C)C.CCCC[N+](CCCC)(CCCC)CCCC.[F-]. The catalyst is C1COCC1. The product is [CH3:32][O:31][CH2:30][O:29][C:18]1[CH:17]=[C:7]([CH2:8][OH:9])[CH:6]=[C:5]([O:4][CH2:3][O:2][CH3:1])[C:19]=1[CH2:20]/[CH:21]=[CH:22]/[C:23]1[CH:28]=[CH:27][CH:26]=[CH:25][CH:24]=1. The yield is 0.920. (5) The reactants are [Cl:1][C:2]1[N:7]=[C:6]([C:8]([OH:10])=O)[CH:5]=[CH:4][N:3]=1.Cl.[CH3:12][O:13][NH:14][CH3:15].C(N(CC)CC)C.F[P-](F)(F)(F)(F)F.N1(O[P+](N2CCCC2)(N2CCCC2)N2CCCC2)C2C=CC=CC=2N=N1. The catalyst is ClCCl.CCOC(C)=O. The product is [Cl:1][C:2]1[N:7]=[C:6]([C:8]([N:14]([O:13][CH3:12])[CH3:15])=[O:10])[CH:5]=[CH:4][N:3]=1. The yield is 0.660. (6) The reactants are [CH2:1]([NH:8][C:9]1[CH:28]=[CH:27][C:12]([CH2:13][NH:14][C:15]([C:17]2[CH:18]=[C:19]3[C:24](=[CH:25][CH:26]=2)[N:23]=[CH:22][CH:21]=[CH:20]3)=[O:16])=[CH:11][CH:10]=1)[C:2]1[CH:7]=[CH:6][CH:5]=[CH:4][CH:3]=1.C=O.[C:31](=O)(O)[O-].[Na+]. The catalyst is C(O)(=O)C.O1CCCC1. The product is [CH2:1]([N:8]([CH3:31])[C:9]1[CH:10]=[CH:11][C:12]([CH2:13][NH:14][C:15]([C:17]2[CH:18]=[C:19]3[C:24](=[CH:25][CH:26]=2)[N:23]=[CH:22][CH:21]=[CH:20]3)=[O:16])=[CH:27][CH:28]=1)[C:2]1[CH:3]=[CH:4][CH:5]=[CH:6][CH:7]=1. The yield is 0.350. (7) The reactants are [Cl:1][C:2]1[C:7]([N:8]2[CH2:13][CH2:12][CH:11]([C:14]3[C:19]([F:20])=[CH:18][CH:17]=[C:16]([F:21])[C:15]=3[O:22][CH:23]([F:25])[F:24])[CH2:10][CH2:9]2)=[CH:6][N:5]=[N:4][C:3]=1[NH:26][NH:27][C:28](=O)[CH2:29][CH:30]1[CH2:32][CH2:31]1.C1(P(C2C=CC=CC=2)C2C=CC=CC=2)C=CC=CC=1.N([Si](C)(C)C)=[N+]=[N-].CCOC(/N=N/C(OCC)=O)=O.C1(C)C=CC=CC=1. The catalyst is C(Cl)Cl.C1COCC1.C(OCC)(=O)C.C(=O)(O)[O-].[Na+]. The product is [Cl:1][C:2]1[C:3]2[N:4]([C:28]([CH2:29][CH:30]3[CH2:31][CH2:32]3)=[N:27][N:26]=2)[N:5]=[CH:6][C:7]=1[N:8]1[CH2:13][CH2:12][CH:11]([C:14]2[C:19]([F:20])=[CH:18][CH:17]=[C:16]([F:21])[C:15]=2[O:22][CH:23]([F:25])[F:24])[CH2:10][CH2:9]1. The yield is 0.459. (8) The reactants are Br[C:2]1[CH:8]=[C:7]([N+:9]([O-:11])=[O:10])[CH:6]=[CH:5][C:3]=1[NH2:4].[CH3:12][C:13]([CH3:20])([C:18]#[CH:19])[C:14]([O:16][CH3:17])=[O:15].C(N(CC)CC)C. The catalyst is C1(C)C=CC=CC=1.O.[Cu]I.C1C=CC([P]([Pd]([P](C2C=CC=CC=2)(C2C=CC=CC=2)C2C=CC=CC=2)([P](C2C=CC=CC=2)(C2C=CC=CC=2)C2C=CC=CC=2)[P](C2C=CC=CC=2)(C2C=CC=CC=2)C2C=CC=CC=2)(C2C=CC=CC=2)C2C=CC=CC=2)=CC=1. The product is [NH2:4][C:3]1[CH:5]=[CH:6][C:7]([N+:9]([O-:11])=[O:10])=[CH:8][C:2]=1[C:19]#[C:18][C:13]([CH3:20])([CH3:12])[C:14]([O:16][CH3:17])=[O:15]. The yield is 0.0900. (9) The reactants are Br[C:2]1[CH:14]=[CH:13][C:5]([CH2:6][N:7]2[CH2:12][CH2:11][O:10][CH2:9][CH2:8]2)=[CH:4][C:3]=1[F:15].[B:16]1([B:16]2[O:20][C:19]([CH3:22])([CH3:21])[C:18]([CH3:24])([CH3:23])[O:17]2)[O:20][C:19]([CH3:22])([CH3:21])[C:18]([CH3:24])([CH3:23])[O:17]1.C(Cl)Cl.C([O-])(=O)C.[K+]. The catalyst is C(OCC)(=O)C.C1C=CC(P(C2C=CC=CC=2)[C-]2C=CC=C2)=CC=1.C1C=CC(P(C2C=CC=CC=2)[C-]2C=CC=C2)=CC=1.Cl[Pd]Cl.[Fe+2].CN(C=O)C. The product is [F:15][C:3]1[CH:4]=[C:5]([CH:13]=[CH:14][C:2]=1[B:16]1[O:20][C:19]([CH3:22])([CH3:21])[C:18]([CH3:24])([CH3:23])[O:17]1)[CH2:6][N:7]1[CH2:12][CH2:11][O:10][CH2:9][CH2:8]1. The yield is 0.650.